Dataset: Full USPTO retrosynthesis dataset with 1.9M reactions from patents (1976-2016). Task: Predict the reactants needed to synthesize the given product. (1) The reactants are: [CH2:1]([O:3][C:4](=[O:28])[CH2:5][CH:6]1[C:12]2[CH:13]=[CH:14][CH:15]=[C:16]([C:17]([NH:19][OH:20])=[NH:18])[C:11]=2[O:10][CH2:9][CH2:8][N:7]1[C:21]([O:23][C:24]([CH3:27])([CH3:26])[CH3:25])=[O:22])[CH3:2].C(N(CC)CC)C.[Cl:36][C:37]1[CH:38]=[C:39]([CH:43]=[CH:44][C:45]=1[O:46][CH:47]([CH3:49])[CH3:48])[C:40](Cl)=O. Given the product [Cl:36][C:37]1[CH:38]=[C:39]([C:40]2[O:20][N:19]=[C:17]([C:16]3[C:11]4[O:10][CH2:9][CH2:8][N:7]([C:21]([O:23][C:24]([CH3:27])([CH3:26])[CH3:25])=[O:22])[CH:6]([CH2:5][C:4]([O:3][CH2:1][CH3:2])=[O:28])[C:12]=4[CH:13]=[CH:14][CH:15]=3)[N:18]=2)[CH:43]=[CH:44][C:45]=1[O:46][CH:47]([CH3:48])[CH3:49], predict the reactants needed to synthesize it. (2) Given the product [F:42][C:21]1[CH:22]=[C:23]([N:26]([C:35]2[CH:36]=[CH:37][C:38]([F:41])=[CH:39][CH:40]=2)[C:27]([C:29]2([C:32]([NH2:34])=[O:33])[CH2:31][CH2:30]2)=[O:28])[CH:24]=[CH:25][C:20]=1[O:19][C:13]1[C:12]2[C:17](=[CH:18][C:9]([OH:8])=[CH:10][CH:11]=2)[N:16]=[CH:15][CH:14]=1, predict the reactants needed to synthesize it. The reactants are: C([O:8][C:9]1[CH:18]=[C:17]2[C:12]([C:13]([O:19][C:20]3[CH:25]=[CH:24][C:23]([N:26]([C:35]4[CH:40]=[CH:39][C:38]([F:41])=[CH:37][CH:36]=4)[C:27]([C:29]4([C:32]([NH2:34])=[O:33])[CH2:31][CH2:30]4)=[O:28])=[CH:22][C:21]=3[F:42])=[CH:14][CH:15]=[N:16]2)=[CH:11][CH:10]=1)C1C=CC=CC=1.